From a dataset of Reaction yield outcomes from USPTO patents with 853,638 reactions. Predict the reaction yield, written as a fraction of the theoretical maximum amount of product (1.0 means a 100% yield; for example, 0.34 means a 34% yield). (1) The reactants are [CH:1]12[CH2:13][CH2:12][CH:8]([CH2:9][NH:10][CH2:11]1)[C:7]1[C:2]2=[CH:3][C:4]([NH2:14])=[CH:5][CH:6]=1.C([O-])([O-])=O.[Cs+].[Cs+].Br[CH2:22][C:23]#[N:24]. The catalyst is CC(C)=O. The product is [NH2:14][C:4]1[CH:3]=[C:2]2[C:7](=[CH:6][CH:5]=1)[CH:8]1[CH2:12][CH2:13][CH:1]2[CH2:11][N:10]([CH2:22][C:23]#[N:24])[CH2:9]1. The yield is 0.530. (2) The reactants are [NH2:1][C@H:2]1[CH2:7][CH2:6][N:5]([C:8]([O:10][C:11]([CH3:14])([CH3:13])[CH3:12])=[O:9])[CH2:4][C@H:3]1[O:15][CH3:16].[I:17][C:18]1[N:19]=[C:20]([C:24](O)=[O:25])[NH:21][C:22]=1[I:23].CCN=C=NCCCN(C)C.Cl.C1C=CC2N(O)N=NC=2C=1. No catalyst specified. The product is [I:17][C:18]1[N:19]=[C:20]([C:24]([NH:1][C@H:2]2[CH2:7][CH2:6][N:5]([C:8]([O:10][C:11]([CH3:12])([CH3:13])[CH3:14])=[O:9])[CH2:4][C@H:3]2[O:15][CH3:16])=[O:25])[NH:21][C:22]=1[I:23]. The yield is 0.430. (3) The reactants are [OH-].[K+].[CH2:3]([O:10][C:11]1[C:12]([CH:21]2[C:29]3[C:24](=[CH:25][CH:26]=[CH:27][CH:28]=3)[N:23]([CH:30]([C:37]3[CH:42]=[CH:41][CH:40]=[CH:39][CH:38]=3)[C:31]3[CH:36]=[CH:35][CH:34]=[CH:33][CH:32]=3)[C:22]2=[O:43])=[CH:13][C:14]2[O:19][CH2:18][CH2:17][O:16][C:15]=2[CH:20]=1)[C:4]1[CH:9]=[CH:8][CH:7]=[CH:6][CH:5]=1.Cl[CH2:45][O:46][CH2:47][C:48]1[CH:53]=[CH:52][CH:51]=[CH:50][CH:49]=1.Cl. The catalyst is C(OCC)(=O)C.C1(C)C=CC=CC=1. The product is [CH2:3]([O:10][C:11]1[C:12]([C@:21]2([CH2:45][O:46][CH2:47][C:48]3[CH:53]=[CH:52][CH:51]=[CH:50][CH:49]=3)[C:29]3[C:24](=[CH:25][CH:26]=[CH:27][CH:28]=3)[N:23]([CH:30]([C:37]3[CH:42]=[CH:41][CH:40]=[CH:39][CH:38]=3)[C:31]3[CH:32]=[CH:33][CH:34]=[CH:35][CH:36]=3)[C:22]2=[O:43])=[CH:13][C:14]2[O:19][CH2:18][CH2:17][O:16][C:15]=2[CH:20]=1)[C:4]1[CH:9]=[CH:8][CH:7]=[CH:6][CH:5]=1. The yield is 0.790. (4) The reactants are [C:1]1([C:15]([O:17][CH2:18][CH3:19])=[O:16])[CH:6]=[C:5]([C:7]([O-:9])=O)[CH:4]=[C:3]([C:10]([O:12][CH2:13][CH3:14])=[O:11])[CH:2]=1.Cl.[CH2:21]([O:28][NH2:29])[C:22]1[CH:27]=[CH:26][CH:25]=[CH:24][CH:23]=1.CN1CCOCC1.C(Cl)CCl. No catalyst specified. The product is [C:22]1([CH2:21][O:28][NH:29][C:7]([C:5]2[CH:4]=[C:3]([C:10]([O:12][CH2:13][CH3:14])=[O:11])[CH:2]=[C:1]([C:15]([O:17][CH2:18][CH3:19])=[O:16])[CH:6]=2)=[O:9])[CH:27]=[CH:26][CH:25]=[CH:24][CH:23]=1. The yield is 0.590.